From a dataset of Reaction yield outcomes from USPTO patents with 853,638 reactions. Predict the reaction yield, written as a fraction of the theoretical maximum amount of product (1.0 means a 100% yield; for example, 0.34 means a 34% yield). (1) The yield is 0.873. The product is [CH3:1][CH:2]([CH3:22])[CH2:3][CH:4]([NH:5][C:31]1[N:36]=[CH:35][C:34]([C:37]([O:39][CH3:40])=[O:38])=[CH:33][N:32]=1)[C:6]1[CH:11]=[CH:10][C:9]([C:12]2[CH:17]=[CH:16][C:15]([C:18]([F:19])([F:20])[F:21])=[CH:14][CH:13]=2)=[CH:8][CH:7]=1. The reactants are [CH3:1][CH:2]([CH3:22])[CH2:3][CH:4]([C:6]1[CH:11]=[CH:10][C:9]([C:12]2[CH:17]=[CH:16][C:15]([C:18]([F:21])([F:20])[F:19])=[CH:14][CH:13]=2)=[CH:8][CH:7]=1)[NH2:5].CC(S(N)=O)(C)C.Cl[C:31]1[N:36]=[CH:35][C:34]([C:37]([O:39][CH3:40])=[O:38])=[CH:33][N:32]=1.C(N(C(C)C)CC)(C)C. The catalyst is CC(O)C. (2) The reactants are [C:9](O[C:9]([O:11][C:12]([CH3:15])([CH3:14])[CH3:13])=[O:10])([O:11][C:12]([CH3:15])([CH3:14])[CH3:13])=[O:10].[N+:16]([C:19]1[CH:28]=[CH:27][C:22]2[NH:23][CH2:24][CH2:25][O:26][C:21]=2[CH:20]=1)([O-:18])=[O:17]. The catalyst is CN(C1C=CN=CC=1)C.C1COCC1. The product is [N+:16]([C:19]1[CH:28]=[CH:27][C:22]2[N:23]([C:9]([O:11][C:12]([CH3:13])([CH3:14])[CH3:15])=[O:10])[CH2:24][CH2:25][O:26][C:21]=2[CH:20]=1)([O-:18])=[O:17]. The yield is 1.00. (3) The reactants are C(O[CH:4](OCC)[CH2:5][C:6]#[N:7])C.Cl.Cl.[CH:13]1([NH:16][NH2:17])[CH2:15][CH2:14]1. The catalyst is C(O)C. The product is [CH:13]1([N:16]2[C:6]([NH2:7])=[CH:5][CH:4]=[N:17]2)[CH2:15][CH2:14]1. The yield is 0.360. (4) The yield is 0.810. No catalyst specified. The reactants are [CH3:1][C:2]1[O:6][N:5]=[C:4]([C:7]2[CH:12]=[CH:11][CH:10]=[CH:9][CH:8]=2)[C:3]=1[CH2:13][O:14][C:15]1[CH:23]=[CH:22][C:18]([C:19]([OH:21])=O)=[CH:17][N:16]=1.Cl.[C:25]([O:29][C:30](=[O:33])[CH2:31][NH2:32])([CH3:28])([CH3:27])[CH3:26]. The product is [C:25]([O:29][C:30](=[O:33])[CH2:31][NH:32][C:19]([C:18]1[CH:17]=[N:16][C:15]([O:14][CH2:13][C:3]2[C:4]([C:7]3[CH:8]=[CH:9][CH:10]=[CH:11][CH:12]=3)=[N:5][O:6][C:2]=2[CH3:1])=[CH:23][CH:22]=1)=[O:21])([CH3:28])([CH3:27])[CH3:26]. (5) The product is [CH3:11][N:4]1[CH:5]=[C:6]([N+:8]([O-:10])=[O:9])[CH:7]=[C:3]1[CH2:2][O:1][C:26](=[S:27])[NH:25][CH2:18][C:19]1[CH:20]=[CH:21][C:22]([C:19]([CH3:24])([CH3:20])[CH3:18])=[CH:23][CH:24]=1. The reactants are [OH:1][CH2:2][C:3]1[N:4]([CH3:11])[CH:5]=[C:6]([N+:8]([O-:10])=[O:9])[CH:7]=1.[H-].[Na+].C([CH:18]([N:25]=[C:26]=[S:27])[C:19]1[CH:24]=[CH:23][CH:22]=[CH:21][CH:20]=1)(C)(C)C. The yield is 0.562. The catalyst is O1CCCC1. (6) No catalyst specified. The yield is 0.388. The product is [Cl:22][C:23]1[CH:24]=[C:25]2[C:29](=[CH:30][CH:31]=1)[NH:28][C:27](=[O:32])[C:26]2=[CH:20][C:3]1[NH:4][C:5]2[CH2:10][CH2:9][N:8]([CH2:11][CH2:12][N:13]3[CH2:14][CH2:15][O:16][CH2:17][CH2:18]3)[C:7](=[O:19])[C:6]=2[C:2]=1[CH3:1]. The reactants are [CH3:1][C:2]1[C:6]2[C:7](=[O:19])[N:8]([CH2:11][CH2:12][N:13]3[CH2:18][CH2:17][O:16][CH2:15][CH2:14]3)[CH2:9][CH2:10][C:5]=2[NH:4][C:3]=1[CH:20]=O.[Cl:22][C:23]1[CH:24]=[C:25]2[C:29](=[CH:30][CH:31]=1)[NH:28][C:27](=[O:32])[CH2:26]2. (7) The reactants are [F:1][C:2]([F:28])([F:27])[C:3]1[CH:4]=[CH:5][C:6]2[N:10]=[C:9]([C:11]3[CH:15]=[C:14]([C@H:16]([NH:18]C(=O)OC(C)(C)C)[CH3:17])[O:13][N:12]=3)[NH:8][C:7]=2[CH:26]=1. The catalyst is C(O)(C(F)(F)F)=O. The product is [F:28][C:2]([F:1])([F:27])[C:3]1[CH:4]=[CH:5][C:6]2[N:10]=[C:9]([C:11]3[CH:15]=[C:14]([C@H:16]([NH2:18])[CH3:17])[O:13][N:12]=3)[NH:8][C:7]=2[CH:26]=1. The yield is 0.467.